Dataset: Experimentally validated miRNA-target interactions with 360,000+ pairs, plus equal number of negative samples. Task: Binary Classification. Given a miRNA mature sequence and a target amino acid sequence, predict their likelihood of interaction. (1) The miRNA is cel-miR-51-5p with sequence UACCCGUAGCUCCUAUCCAUGUU. The protein sequence of the target gene is MSESLVVCDVAEDLVEKLRKFRFRKETHNAAIIMKIDKDKRLVVLDEELEGVSPDELKDELPERQPRFIVYSYKYQHDDGRVSYPLCFIFSSPLGCKPEQQMMYAGSKNKLVQTAELTKVFEIRNTEDLTEEWLREKLGFFH. Result: 0 (no interaction). (2) The protein sequence of the target gene is MNSDSSSVSSRASSPDMDEMYLRDHHHRHHHHQESRLNSVSSTQGDMMQKMPGESLSRAGAKAAGESSKYKIKKQLSEQDLQQLRLKINGRERKRMHDLNLAMDGLREVMPYAHGPSVRKLSKIATLLLARNYILMLTSSLEEMKRLVGEIYGGHHSAFHCGTVGHSAGHPAHAANSVHPVHPILGGALSSGNASSPLSAASLPAIGTIRPPHSLLKAPSTPPALQLGSGFQHWAGLPCPCTICQMPPPPHLSALSTANMARLSAESKDLLK. The miRNA is hsa-miR-664b-3p with sequence UUCAUUUGCCUCCCAGCCUACA. Result: 1 (interaction). (3) The miRNA is hsa-miR-664a-5p with sequence ACUGGCUAGGGAAAAUGAUUGGAU. The protein sequence of the target gene is MSATAATAPPAAPAGEGGPPAPPPNLTSNRRLQQTQAQVDEVVDIMRVNVDKVLERDQKLSELDDRADALQAGASQFETSAAKLKRKYWWKNLKMMIILGVICAIILIIIIVYFST. Result: 0 (no interaction). (4) The miRNA is cel-miR-52-5p with sequence CACCCGUACAUAUGUUUCCGUGCU. The protein sequence of the target gene is MAFSKGFRIYHKLDPPPFSLIVETRHKEECLMFESGAVAVLSSAEKEAIKGTYSKVLDAYGLLGVLRLNLGDTMLHYLVLVTGCMSVGKIQESEVFRVTSTEFISLRIDSSDEDRISEVRKVLNSGNFYFAWSASGISLDLSLNAHRSMQEQTTDNRFFWNQSLHLHLKHYGVNCDDWLLRLMCGGVEIRTIYAAHKQAKACLISRLSCERAGTRFNVRGTNDDGHVANFVETEQVVYLDDSVSSFIQIRGSVPLFWEQPGLQVGSHRVRMSRGFEANAPAFDRHFRTLKNLYGKQIIVN.... Result: 0 (no interaction).